From a dataset of Reaction yield outcomes from USPTO patents with 853,638 reactions. Predict the reaction yield, written as a fraction of the theoretical maximum amount of product (1.0 means a 100% yield; for example, 0.34 means a 34% yield). (1) The reactants are [C:1]1([C:7]([NH:9][C:10]2[CH:15]=[CH:14][C:13]([CH:16]3[C:25]([CH3:27])([CH3:26])[CH2:24][C:23]4[C:18](=[CH:19][CH:20]=[C:21]([C:28]([O:30]C)=[O:29])[CH:22]=4)[NH:17]3)=[CH:12][CH:11]=2)=[O:8])[CH2:6][CH2:5][CH2:4][CH2:3][CH:2]=1.[OH-].[Na+]. The catalyst is CO.O. The product is [C:1]1([C:7]([NH:9][C:10]2[CH:11]=[CH:12][C:13]([CH:16]3[C:25]([CH3:27])([CH3:26])[CH2:24][C:23]4[C:18](=[CH:19][CH:20]=[C:21]([C:28]([OH:30])=[O:29])[CH:22]=4)[NH:17]3)=[CH:14][CH:15]=2)=[O:8])[CH2:6][CH2:5][CH2:4][CH2:3][CH:2]=1. The yield is 0.530. (2) The reactants are Cl[C:2]1[C:7]([N+:8]([O-:10])=[O:9])=[C:6]([NH:11][CH:12]([CH2:15][CH3:16])[CH2:13][CH3:14])[CH:5]=[C:4]([CH3:17])[N:3]=1.[CH3:18][C:19]1[CH:24]=[C:23]([CH3:25])[CH:22]=[C:21]([CH3:26])[C:20]=1[OH:27].CC(C)([O-])C.[K+]. The catalyst is C1COCC1. The product is [CH2:13]([CH:12]([NH:11][C:6]1[CH:5]=[C:4]([CH3:17])[N:3]=[C:2]([O:27][C:20]2[C:21]([CH3:26])=[CH:22][C:23]([CH3:25])=[CH:24][C:19]=2[CH3:18])[C:7]=1[N+:8]([O-:10])=[O:9])[CH2:15][CH3:16])[CH3:14]. The yield is 0.830. (3) The yield is 0.488. The reactants are [Br:1][C:2]1[CH:10]=[CH:9][C:5]([C:6]([OH:8])=O)=[CH:4][C:3]=1[CH3:11].C(Cl)(=O)C(Cl)=O.C(N(C(C)C)C(C)C)C.[Cl:27][C:28]1[CH:33]=[CH:32][C:31]([CH2:34][CH2:35][NH2:36])=[CH:30][CH:29]=1. The product is [Br:1][C:2]1[CH:10]=[CH:9][C:5]([C:6]([NH:36][CH2:35][CH2:34][C:31]2[CH:32]=[CH:33][C:28]([Cl:27])=[CH:29][CH:30]=2)=[O:8])=[CH:4][C:3]=1[CH3:11]. The catalyst is ClCCl.CN(C=O)C.CCOC(C)=O. (4) The reactants are [Si:1]([O:8][CH2:9][C@@H:10]([N:14]([CH2:22][C:23](=[O:27])[C:24](C)=[CH2:25])[C:15](=[O:21])[O:16][C:17]([CH3:20])([CH3:19])[CH3:18])[C:11](C)=[CH2:12])([C:4]([CH3:7])([CH3:6])[CH3:5])([CH3:3])[CH3:2].[Si](OC[C@@H]1C=C(C)C(=O)CN1C(OC(C)(C)C)=O)(C(C)(C)C)(C)C. No catalyst specified. The product is [Si:1]([O:8][CH2:9][C@@H:10]1[C:11]([CH3:12])=[C:24]([CH3:25])[C:23](=[O:27])[CH2:22][N:14]1[C:15]([O:16][C:17]([CH3:18])([CH3:20])[CH3:19])=[O:21])([C:4]([CH3:5])([CH3:6])[CH3:7])([CH3:2])[CH3:3]. The yield is 0.690. (5) The reactants are [C:1]([C:5]1[N:6]=[N:7][N:8]([CH2:10][O:11][C:12]2[CH:21]=[CH:20][C:19]3[C:14](=[CH:15][CH:16]=[CH:17][CH:18]=3)[CH:13]=2)[CH:9]=1)([CH3:4])([CH3:3])[CH3:2].[F:22][C:23]([F:30])([F:29])[S:24]([O:27]C)(=[O:26])=[O:25]. The catalyst is C(#N)C. The product is [F:22][C:23]([F:30])([F:29])[S:24]([O-:27])(=[O:26])=[O:25].[C:1]([C:5]1[N:6]([CH3:23])[N:7]=[N+:8]([CH2:10][O:11][C:12]2[CH:21]=[CH:20][C:19]3[C:14](=[CH:15][CH:16]=[CH:17][CH:18]=3)[CH:13]=2)[CH:9]=1)([CH3:4])([CH3:2])[CH3:3]. The yield is 0.770. (6) The reactants are [C:1](Cl)(Cl)=[O:2].[OH:5][C:6]1[CH:19]=[CH:18][C:9]([C:10]([C:12]2[CH:17]=[CH:16][CH:15]=[CH:14][CH:13]=2)=[O:11])=[CH:8][CH:7]=1.CCN(CC)CC.[N:27]12[CH2:35][CH2:34][CH:31]([CH2:32][CH2:33]1)[NH:30][CH2:29][CH2:28]2. The catalyst is C1(C)C=CC=CC=1.CN(C1C=CN=CC=1)C. The product is [C:10]([C:9]1[CH:8]=[CH:7][C:6]([O:5][C:1]([N:30]2[CH:31]3[CH2:34][CH2:35][N:27]([CH2:33][CH2:32]3)[CH2:28][CH2:29]2)=[O:2])=[CH:19][CH:18]=1)(=[O:11])[C:12]1[CH:17]=[CH:16][CH:15]=[CH:14][CH:13]=1. The yield is 0.150. (7) The reactants are [CH3:1][C:2]([C:6]1[N:10]=[CH:9][NH:8][C:7]=1[CH2:11][OH:12])([CH3:5])[CH:3]=[CH2:4]. The catalyst is CC(C)=O.[O-2].[O-2].[Mn+4]. The product is [CH3:5][C:2]([C:6]1[N:10]=[CH:9][NH:8][C:7]=1[CH:11]=[O:12])([CH3:1])[CH:3]=[CH2:4]. The yield is 0.510.